From a dataset of Reaction yield outcomes from USPTO patents with 853,638 reactions. Predict the reaction yield, written as a fraction of the theoretical maximum amount of product (1.0 means a 100% yield; for example, 0.34 means a 34% yield). (1) The reactants are [H-].[Na+].[OH:3][C:4]1[C:9]2[CH2:10][O:11][C@:12]3([CH3:24])[C@H:16]([C:8]=2[CH:7]=[CH:6][CH:5]=1)[CH2:15][N:14]([C:17]([O:19][C:20]([CH3:23])([CH3:22])[CH3:21])=[O:18])[CH2:13]3.I[CH2:26][CH3:27]. The catalyst is CN(C=O)C. The product is [CH2:26]([O:3][C:4]1[C:9]2[CH2:10][O:11][C@:12]3([CH3:24])[C@H:16]([C:8]=2[CH:7]=[CH:6][CH:5]=1)[CH2:15][N:14]([C:17]([O:19][C:20]([CH3:23])([CH3:22])[CH3:21])=[O:18])[CH2:13]3)[CH3:27]. The yield is 0.760. (2) The reactants are [CH2:1]([O:3][C@H:4]1[CH2:9][CH2:8][C@H:7]([N:10]2[CH2:15][CH2:14][CH:13]([NH:16][C:17]3[C:18]([NH2:25])=[CH:19][C:20]([F:24])=[C:21]([CH3:23])[CH:22]=3)[CH2:12][CH2:11]2)[CH2:6][CH2:5]1)[CH3:2].C(N(C(C)C)CC)(C)C.[Cl:35][C:36](Cl)([O:38]C(=O)OC(Cl)(Cl)Cl)Cl.C([O-])(O)=O.[Na+]. The catalyst is ClCCl.O. The product is [ClH:35].[CH2:1]([O:3][C@H:4]1[CH2:9][CH2:8][C@H:7]([N:10]2[CH2:11][CH2:12][CH:13]([N:16]3[C:17]4[CH:22]=[C:21]([CH3:23])[C:20]([F:24])=[CH:19][C:18]=4[NH:25][C:36]3=[O:38])[CH2:14][CH2:15]2)[CH2:6][CH2:5]1)[CH3:2]. The yield is 0.720. (3) The product is [CH3:1][C:2]1[C:7]([CH3:8])=[C:6]([N:9]2[CH2:14][CH2:13][N:12]([C:15]3[CH:20]=[CH:19][C:18]([C:21]([F:24])([F:22])[F:23])=[CH:17][N:16]=3)[CH2:11][CH2:10]2)[N:5]=[N:4][C:3]=1[CH2:25][C:26]1[O:27][C:30]([CH3:31])=[N:29][N:28]=1. The reactants are [CH3:1][C:2]1[C:7]([CH3:8])=[C:6]([N:9]2[CH2:14][CH2:13][N:12]([C:15]3[CH:20]=[CH:19][C:18]([C:21]([F:24])([F:23])[F:22])=[CH:17][N:16]=3)[CH2:11][CH2:10]2)[N:5]=[N:4][C:3]=1[CH2:25][C:26]([NH:28][NH:29][C:30](=O)[CH3:31])=[O:27].C(N(C(C)C)CC)(C)C.C1(P(C2C=CC=CC=2)C2C=CC=CC=2)C=CC=CC=1.ClC(Cl)(Cl)C(Cl)(Cl)Cl. The yield is 0.0700. The catalyst is C(#N)C. (4) The reactants are C([SiH2][O:6][C:7](C1C=CC=CC=1)(C1C=CC=CC=1)[C:8]1[CH:13]=[C:12]([F:14])[N:11]=[C:10](F)[CH:9]=1)(C)(C)C.[CH2:28]([OH:35])[C:29]1[CH:34]=[CH:33][CH:32]=[CH:31][CH:30]=1.[H-].[Na+].[F-].C([N+](CCCC)(CCCC)CCCC)CCC. The catalyst is C1COCC1.CCOCC. The product is [CH2:28]([O:35][C:10]1[CH:9]=[C:8]([CH2:7][OH:6])[CH:13]=[C:12]([F:14])[N:11]=1)[C:29]1[CH:34]=[CH:33][CH:32]=[CH:31][CH:30]=1. The yield is 0.730. (5) The reactants are [Cl-].[OH:2][CH2:3][CH2:4][N+:5]1([CH3:10])[CH2:9][CH2:8][CH2:7][CH2:6]1.[Li+].[C:12]([S:16]([N-:19][S:20]([C:23]([F:26])([F:25])[F:24])(=[O:22])=[O:21])(=[O:18])=[O:17])([F:15])([F:14])[F:13]. The catalyst is O. The product is [F:26][C:23]([F:24])([F:25])[S:20]([N-:19][S:16]([C:12]([F:13])([F:14])[F:15])(=[O:17])=[O:18])(=[O:21])=[O:22].[OH:2][CH2:3][CH2:4][N+:5]([CH3:10])([CH3:9])[CH2:6][CH2:7][CH3:8]. The yield is 0.700. (6) The reactants are [C:1]1([Mg]Br)[CH:6]=[CH:5][CH:4]=[CH:3][CH:2]=1.[CH:9](=[O:13])/[CH:10]=[CH:11]/[CH3:12].[Cl-].[NH4+]. The catalyst is O1CCCC1.CCOCC. The product is [C:1]1([CH:9]([OH:13])[CH:10]=[CH:11][CH3:12])[CH:6]=[CH:5][CH:4]=[CH:3][CH:2]=1. The yield is 0.999. (7) The reactants are [Br:1][C:2]1[CH:7]=[CH:6][C:5]([NH:8][C:9]2[C:10]([C:18]([OH:20])=O)=[CH:11][N:12]([CH3:17])[C:13](=[O:16])[C:14]=2[CH3:15])=[C:4]([F:21])[CH:3]=1.C(N1C=CN=C1)(N1C=CN=C1)=O.[C:34]1([CH2:40][S:41]([NH2:44])(=[O:43])=[O:42])[CH:39]=[CH:38][CH:37]=[CH:36][CH:35]=1.C1CCN2C(=NCCC2)CC1. The catalyst is CN(C=O)C.CCOC(C)=O.Cl. The product is [Br:1][C:2]1[CH:7]=[CH:6][C:5]([NH:8][C:9]2[C:10]([C:18]([NH:44][S:41]([CH2:40][C:34]3[CH:35]=[CH:36][CH:37]=[CH:38][CH:39]=3)(=[O:42])=[O:43])=[O:20])=[CH:11][N:12]([CH3:17])[C:13](=[O:16])[C:14]=2[CH3:15])=[C:4]([F:21])[CH:3]=1. The yield is 0.680. (8) The reactants are [Cl:1][C:2]1[CH:7]=[CH:6][C:5]([NH:8]C(=O)C(C)(C)C)=[CH:4][CH:3]=1.[Li]CCCC.[F:20][C:21]([F:30])([F:29])[C:22](N1C=CN=C1)=[O:23].[Cl-].[NH4+].[OH-].[NH4+]. The catalyst is C1COCC1.CCCCCC.Cl.C(OCC)(=O)C. The product is [NH2:8][C:5]1[CH:4]=[CH:3][C:2]([Cl:1])=[CH:7][C:6]=1[C:22](=[O:23])[C:21]([F:30])([F:29])[F:20]. The yield is 0.150. (9) The reactants are [CH3:1][N:2]1[C:7]2[N:8]=[CH:9][C:10]([O:12][C:13]3[CH:18]=[CH:17][CH:16]=[C:15]([C:19]([F:22])([F:21])[F:20])[CH:14]=3)=[CH:11][C:6]=2[C:5](=[O:23])[N:4]([CH2:24][CH2:25][CH2:26][O:27][CH:28]2[CH2:33][CH2:32][CH2:31][CH2:30][O:29]2)[C:3]1=[O:34].[Li+].CC([N-]C(C)C)C.[CH3:43][CH:44]([CH3:48])[CH2:45][CH:46]=[O:47]. The catalyst is C1COCC1.C(Cl)Cl.O. The product is [OH:47][CH:46]([C:11]1[C:6]2[C:5](=[O:23])[N:4]([CH2:24][CH2:25][CH2:26][O:27][CH:28]3[CH2:33][CH2:32][CH2:31][CH2:30][O:29]3)[C:3](=[O:34])[N:2]([CH3:1])[C:7]=2[N:8]=[CH:9][C:10]=1[O:12][C:13]1[CH:18]=[CH:17][CH:16]=[C:15]([C:19]([F:20])([F:21])[F:22])[CH:14]=1)[CH2:45][CH:44]([CH3:48])[CH3:43]. The yield is 0.508.